Dataset: Forward reaction prediction with 1.9M reactions from USPTO patents (1976-2016). Task: Predict the product of the given reaction. Given the reactants [C:1]1([CH2:11][C:12](OC)=[O:13])[C:10]2C(=CC=CC=2)C=C[CH:2]=1.[NH:16]1[C:24]2[C:19](=CC=CC=2)[CH:18]=[CH:17]1.N[C@H](C(O)=O)CC1C2C(=CC=CC=2)NC=1, predict the reaction product. The product is: [NH:16]1[CH2:24][CH2:19][CH2:18][CH2:17]1.[CH:12](=[O:13])[CH2:11][CH:1]([CH3:10])[CH3:2].